The task is: Regression/Classification. Given a drug SMILES string, predict its absorption, distribution, metabolism, or excretion properties. Task type varies by dataset: regression for continuous measurements (e.g., permeability, clearance, half-life) or binary classification for categorical outcomes (e.g., BBB penetration, CYP inhibition). Dataset: cyp2c9_veith.. This data is from CYP2C9 inhibition data for predicting drug metabolism from PubChem BioAssay. (1) The drug is c1ccc(CCCCN2CCC(c3ccccc3)CC2)cc1. The result is 0 (non-inhibitor). (2) The drug is COC(=O)C1=C(C)N=C2SC(C#N)=C(N)N2C1c1ccc(OC)cc1. The result is 1 (inhibitor). (3) The compound is CO[C@@H]1[C@H](OC(C)=O)CC(=O)O[C@H](C)C/C=C\C=C/[C@H](O)[C@H](C)C[C@H](CC=O)[C@H]1O[C@H]1O[C@@H](C)[C@@H](O[C@@H]2C[C@](C)(O)[C@H](OC(=O)CC(C)C)[C@H](C)O2)[C@@H](N(C)C)[C@@H]1O. The result is 0 (non-inhibitor). (4) The molecule is CC(=O)c1c(C)nc(-c2ccccc2)n1O. The result is 0 (non-inhibitor). (5) The compound is COCCn1c(=O)c(-c2cccc(C#N)c2)nc2cnc(N3CCNCC3)nc21. The result is 1 (inhibitor). (6) The compound is Fc1cc2nc(-c3ccncc3)[nH]c2cc1F. The result is 1 (inhibitor). (7) The molecule is Cn1c(=O)cnc2cnc(OCc3ccccc3)nc21. The result is 0 (non-inhibitor). (8) The drug is CSc1nnc(-c2sccc2OCc2ccccc2)n1C. The result is 1 (inhibitor). (9) The drug is O=C(/C=C/c1ccco1)NC(=S)Nc1ccc(N2CCOCC2)c(Cl)c1. The result is 1 (inhibitor). (10) The drug is COc1cccc2c1C(=O)c1c(O)c3c(c(O)c1C2=O)C[C@](O)(/C(C)=N\O)C[C@@H]3O[C@H]1C[C@H](N)[C@@H](O)[C@H](C)O1. The result is 0 (non-inhibitor).